Dataset: Full USPTO retrosynthesis dataset with 1.9M reactions from patents (1976-2016). Task: Predict the reactants needed to synthesize the given product. (1) Given the product [O:11]1[CH2:12][C@@H:10]1[CH2:9][NH:5][S:2]([CH3:1])(=[O:4])=[O:3], predict the reactants needed to synthesize it. The reactants are: [CH3:1][S:2]([NH2:5])(=[O:4])=[O:3].[OH-].[Na+].Cl[CH2:9][C@@H:10]1[CH2:12][O:11]1.Cl. (2) The reactants are: [F:1][C:2]1[C:7]2[O:8][CH2:9][C:10]3[C:15]([C:6]=2[CH:5]=[CH:4][C:3]=1[O:20]CC1C=CC(OC)=CC=1)=[CH:14][C:13]([NH:16][C:17](=[O:19])[CH3:18])=[N:12][CH:11]=3.[C:30]([OH:36])([C:32]([F:35])([F:34])[F:33])=[O:31]. Given the product [F:1][C:2]1[C:7]2[O:8][CH2:9][C:10]3[C:15]([C:6]=2[CH:5]=[CH:4][C:3]=1[OH:20])=[CH:14][C:13]([NH:16][C:17](=[O:19])[CH3:18])=[N:12][CH:11]=3.[C:30]([OH:36])([C:32]([F:35])([F:34])[F:33])=[O:31], predict the reactants needed to synthesize it. (3) Given the product [Br:9][C:5]1[CH:6]=[C:7]([CH3:8])[C:2]([C:13]2[CH:14]=[CH:15][C:16]([O:18][C:19]([F:21])([F:22])[F:20])=[CH:17][C:12]=2[O:11][CH3:10])=[N:3][CH:4]=1, predict the reactants needed to synthesize it. The reactants are: Br[C:2]1[C:7]([CH3:8])=[CH:6][C:5]([Br:9])=[CH:4][N:3]=1.[CH3:10][O:11][C:12]1[CH:17]=[C:16]([O:18][C:19]([F:22])([F:21])[F:20])[CH:15]=[CH:14][C:13]=1B(O)O.C([O-])([O-])=O.[K+].[K+].O. (4) Given the product [NH:3]1[CH2:4][CH2:5][N:1]=[C:2]1[CH2:6][N:7]1[C:15]2[C:10](=[CH:11][C:12]([NH2:16])=[CH:13][CH:14]=2)[C:9]([S:19]([CH3:22])(=[O:21])=[O:20])=[CH:8]1, predict the reactants needed to synthesize it. The reactants are: [NH:1]1[CH2:5][CH2:4][N:3]=[C:2]1[CH2:6][N:7]1[C:15]2[C:10](=[CH:11][C:12]([N+:16]([O-])=O)=[CH:13][CH:14]=2)[C:9]([S:19]([CH3:22])(=[O:21])=[O:20])=[CH:8]1. (5) Given the product [CH:1]1([CH2:4][O:5][C:6]2[N:11]=[C:10]([C:12]([N:23]3[CH2:24][CH2:25][CH2:26][C:22]3([CH3:27])[CH3:21])=[O:14])[CH:9]=[N:8][C:7]=2[N:15]2[CH2:18][C:17]([F:20])([F:19])[CH2:16]2)[CH2:2][CH2:3]1, predict the reactants needed to synthesize it. The reactants are: [CH:1]1([CH2:4][O:5][C:6]2[N:11]=[C:10]([C:12]([OH:14])=O)[CH:9]=[N:8][C:7]=2[N:15]2[CH2:18][C:17]([F:20])([F:19])[CH2:16]2)[CH2:3][CH2:2]1.[CH3:21][C:22]1([CH3:27])[CH2:26][CH2:25][CH2:24][NH:23]1. (6) Given the product [F:74][C:69]1[CH:70]=[CH:65][C:66]([N:71]2[C:11](=[O:12])[C@H:10]([S:13][CH2:14][CH:15]([C:17]3[CH:22]=[CH:21][C:20]([F:23])=[CH:19][CH:18]=3)[OH:16])[C@H:9]2[C:24]2[CH:44]=[CH:43][C:27]([O:28][CH2:29][C:30]([NH:32][C@H:33]([C:37]3[CH:42]=[CH:41][CH:40]=[CH:39][CH:38]=3)[C:34]([NH:46][C@@H:47]([C:49]([OH:51])=[O:50])[CH3:48])=[O:35])=[O:31])=[CH:26][CH:25]=2)=[CH:67][CH:68]=1, predict the reactants needed to synthesize it. The reactants are: FC1C=CC(N2[C:11](=[O:12])[C@H:10]([S:13][CH2:14][C:15]([C:17]3[CH:22]=[CH:21][C:20]([F:23])=[CH:19][CH:18]=3)=[O:16])[C@H:9]2[C:24]2[CH:44]=[CH:43][C:27]([O:28][CH2:29][C:30]([NH:32][C@H:33]([C:37]3[CH:42]=[CH:41][CH:40]=[CH:39][CH:38]=3)[C:34](O)=[O:35])=[O:31])=[CH:26][CH:25]=2)=CC=1.Cl.[NH2:46][C@@H:47]([C:49]([O:51]C(C)(C)C)=[O:50])[CH3:48].CN(C(ON1N=[N:71][C:66]2[CH:67]=[CH:68][CH:69]=[CH:70][C:65]1=2)=[N+](C)C)C.[B-](F)(F)(F)[F:74].[BH4-].[Na+]. (7) The reactants are: [OH:1][B:2]1[C:6]2[CH:7]=[C:8]([O:11][C:12]3[CH:19]=[CH:18][C:15]([C:16]#[N:17])=[CH:14][CH:13]=3)[CH:9]=[CH:10][C:5]=2[CH2:4][O:3]1.CCO.C1COCC1.[ClH:28]. Given the product [Cl-:28].[OH:1][B:2]1[C:6]2[CH:7]=[C:8]([O:11][C:12]3[CH:19]=[CH:18][C:15]([CH2:16][NH3+:17])=[CH:14][CH:13]=3)[CH:9]=[CH:10][C:5]=2[CH2:4][O:3]1, predict the reactants needed to synthesize it.